The task is: Predict the reactants needed to synthesize the given product.. This data is from Full USPTO retrosynthesis dataset with 1.9M reactions from patents (1976-2016). (1) Given the product [C:1]([C:3]1[CH:4]=[C:5]([CH:31]=[CH:32][CH:33]=1)[C:6]([NH:8][C:9]1[CH:10]=[CH:11][C:12]2[O:16][N:15]=[C:14]([CH:17]3[CH2:18][CH2:19][NH:20][CH2:21][CH2:22]3)[C:13]=2[CH:30]=1)=[O:7])#[N:2], predict the reactants needed to synthesize it. The reactants are: [C:1]([C:3]1[CH:4]=[C:5]([CH:31]=[CH:32][CH:33]=1)[C:6]([NH:8][C:9]1[CH:10]=[CH:11][C:12]2[O:16][N:15]=[C:14]([CH:17]3[CH2:22][CH2:21][N:20](C(OC(C)(C)C)=O)[CH2:19][CH2:18]3)[C:13]=2[CH:30]=1)=[O:7])#[N:2].FC(F)(F)C(O)=O. (2) Given the product [CH2:14]([O:21][C:22]1[CH:31]=[CH:30][CH:29]=[C:28]2[C:23]=1[CH2:24][CH2:25][CH2:26][CH:27]2[C:32]([N:34]([CH2:12][C:5]1[S:4][C:3]([CH2:1][CH3:2])=[N:7][C:6]=1[C:8]([F:9])([F:10])[F:11])[C:35]1[CH:36]=[N:37][C:38]([CH:41]([CH3:43])[CH3:42])=[CH:39][CH:40]=1)=[O:33])[C:15]1[CH:20]=[CH:19][CH:18]=[CH:17][CH:16]=1, predict the reactants needed to synthesize it. The reactants are: [CH2:1]([C:3]1[S:4][C:5]([CH2:12]O)=[C:6]([C:8]([F:11])([F:10])[F:9])[N:7]=1)[CH3:2].[CH2:14]([O:21][C:22]1[CH:31]=[CH:30][CH:29]=[C:28]2[C:23]=1[CH2:24][CH2:25][CH2:26][CH:27]2[C:32]([NH:34][C:35]1[CH:36]=[N:37][C:38]([CH:41]([CH3:43])[CH3:42])=[CH:39][CH:40]=1)=[O:33])[C:15]1[CH:20]=[CH:19][CH:18]=[CH:17][CH:16]=1. (3) Given the product [C:16]([C:4]1[CH:5]([C:6]2[CH:13]=[CH:12][C:9]([C:10]#[N:11])=[CH:8][C:7]=2[CH2:14][CH3:15])[C:21]2[C:22](=[O:26])[NH:23][CH:24]=[CH:25][C:20]=2[NH:19][C:1]=1[CH3:2])(=[O:18])[CH3:17], predict the reactants needed to synthesize it. The reactants are: [C:1]([C:4]([C:16](=[O:18])[CH3:17])=[CH:5][C:6]1[CH:13]=[CH:12][C:9]([C:10]#[N:11])=[CH:8][C:7]=1[CH2:14][CH3:15])(=O)[CH3:2].[NH2:19][C:20]1[CH:25]=[CH:24][NH:23][C:22](=[O:26])[CH:21]=1. (4) Given the product [S:18](=[O:20])(=[O:19])([O:8][CH2:7][C@@H:5]1[CH2:4][O:3][C:2]([CH3:9])([CH3:1])[O:6]1)[NH2:21], predict the reactants needed to synthesize it. The reactants are: [CH3:1][C:2]1([CH3:9])[O:6][C@H:5]([CH2:7][OH:8])[CH2:4][O:3]1.CCN(CC)CC.Cl[S:18]([N:21]=C=O)(=[O:20])=[O:19].C(O)=O. (5) Given the product [CH2:50]([O:47][C:44](=[O:45])[C:36]1[CH:37]=[CH:38][CH:39]=[C:40]([C:2]2[CH:7]=[CH:6][N:5]=[C:4]3[N:9]([S:12]([C:15]4[CH:21]=[CH:20][C:18]([CH3:19])=[CH:17][CH:16]=4)(=[O:14])=[O:13])[CH:10]=[CH:11][C:3]=23)[CH:41]=1)[CH3:51], predict the reactants needed to synthesize it. The reactants are: Br[C:2]1[C:7](Cl)=[CH:6][N:5]=[C:4]2[N:9]([S:12]([C:15]3[CH:21]=[CH:20][C:18]([CH3:19])=[CH:17][CH:16]=3)(=[O:14])=[O:13])[CH:10]=[CH:11][C:3]=12.CO[C:36]1[CH:41]=[CH:40][C:39](P2(SP([C:36]3[CH:37]=[CH:38][C:39](OC)=[CH:40][CH:41]=3)(=S)S2)=S)=[CH:38][CH:37]=1.[C:44]([O-:47])([O-])=[O:45].[Na+].[Na+].[CH2:50]1COC[CH2:51]1. (6) Given the product [F:10][C:9]([F:12])([F:11])[C:6]1[CH:7]=[CH:8][C:3]([C:2]2[CH:16]=[C:15]([C:17]3[CH:18]=[C:19]([CH:22]=[CH:23][CH:24]=3)[CH:20]=[O:21])[O:14][N:13]=2)=[CH:4][CH:5]=1, predict the reactants needed to synthesize it. The reactants are: Cl[C:2](=[N:13][OH:14])[C:3]1[CH:8]=[CH:7][C:6]([C:9]([F:12])([F:11])[F:10])=[CH:5][CH:4]=1.[C:15]([C:17]1[CH:18]=[C:19]([CH:22]=[CH:23][CH:24]=1)[CH:20]=[O:21])#[CH:16].C(N(CC)CC)C.O.